From a dataset of Forward reaction prediction with 1.9M reactions from USPTO patents (1976-2016). Predict the product of the given reaction. (1) Given the reactants [Br:1][C:2]1[CH:11]=[CH:10][C:5]([C:6]([O:8]C)=O)=[C:4]([CH2:12]Br)[CH:3]=1.[CH3:14][N:15]1[CH2:20][CH2:19][CH:18]([NH2:21])[CH2:17][CH2:16]1.C(=O)([O-])[O-].[K+].[K+], predict the reaction product. The product is: [Br:1][C:2]1[CH:3]=[C:4]2[C:5](=[CH:10][CH:11]=1)[C:6](=[O:8])[N:21]([CH:18]1[CH2:19][CH2:20][N:15]([CH3:14])[CH2:16][CH2:17]1)[CH2:12]2. (2) Given the reactants [NH2:1][C@@H:2]1[C:11]2[C:6](=[CH:7][CH:8]=[CH:9][CH:10]=2)[C@H:5]([OH:12])[CH2:4][CH2:3]1.[H-].[Na+].F[C:16]1[CH:17]=[CH:18][C:19]2[N:20]([C:22]([N:25]3[CH2:30][CH2:29][N:28]([CH2:31][CH2:32][O:33][Si:34]([CH:41]([CH3:43])[CH3:42])([CH:38]([CH3:40])[CH3:39])[CH:35]([CH3:37])[CH3:36])[CH2:27][CH2:26]3)=[N:23][N:24]=2)[CH:21]=1, predict the reaction product. The product is: [CH:41]([Si:34]([CH:35]([CH3:37])[CH3:36])([CH:38]([CH3:40])[CH3:39])[O:33][CH2:32][CH2:31][N:28]1[CH2:27][CH2:26][N:25]([C:22]2[N:20]3[CH:21]=[C:16]([O:12][C@H:5]4[C:6]5[C:11](=[CH:10][CH:9]=[CH:8][CH:7]=5)[C@@H:2]([NH2:1])[CH2:3][CH2:4]4)[CH:17]=[CH:18][C:19]3=[N:24][N:23]=2)[CH2:30][CH2:29]1)([CH3:42])[CH3:43]. (3) Given the reactants [CH3:1][O:2][C:3](=[O:27])[C:4]1[CH:9]=[CH:8][C:7]([C:10]([C:17]2[NH:25][C:20]3=[N:21][CH:22]=[CH:23][CH:24]=[C:19]3[CH:18]=2)=[CH:11][CH:12]2[CH2:16][CH2:15][CH2:14][CH2:13]2)=[CH:6][C:5]=1[F:26], predict the reaction product. The product is: [CH3:1][O:2][C:3](=[O:27])[C:4]1[CH:9]=[CH:8][C:7]([CH:10]([C:17]2[NH:25][C:20]3=[N:21][CH:22]=[CH:23][CH:24]=[C:19]3[CH:18]=2)[CH2:11][CH:12]2[CH2:16][CH2:15][CH2:14][CH2:13]2)=[CH:6][C:5]=1[F:26]. (4) Given the reactants [CH:1]1([C:7]2[N:11]([C:12]3[CH:17]=[CH:16][C:15]([O:18][C:19]([F:22])([F:21])[F:20])=[CH:14][CH:13]=3)[N:10]=[CH:9][C:8]=2[CH2:23][C:24]2[CH:31]=[CH:30][C:27]([C:28]#N)=[CH:26][CH:25]=2)[CH2:6][CH2:5][CH2:4][CH2:3][CH2:2]1.[OH2:32].[OH-:33].[K+], predict the reaction product. The product is: [CH:1]1([C:7]2[N:11]([C:12]3[CH:13]=[CH:14][C:15]([O:18][C:19]([F:20])([F:21])[F:22])=[CH:16][CH:17]=3)[N:10]=[CH:9][C:8]=2[CH2:23][C:24]2[CH:31]=[CH:30][C:27]([C:28]([OH:33])=[O:32])=[CH:26][CH:25]=2)[CH2:2][CH2:3][CH2:4][CH2:5][CH2:6]1.